Dataset: Full USPTO retrosynthesis dataset with 1.9M reactions from patents (1976-2016). Task: Predict the reactants needed to synthesize the given product. (1) Given the product [CH3:8][S@:9]([C:11]1[CH:16]=[CH:15][C:14]([C:17]2[N:22]=[CH:21][C:20]([O:23][CH2:24][CH:25]3[CH2:30][CH2:29][N:28]([C:31]([O:33][CH:34]([CH3:36])[CH3:35])=[O:32])[CH2:27][CH2:26]3)=[CH:19][CH:18]=2)=[CH:13][CH:12]=1)=[O:10], predict the reactants needed to synthesize it. The reactants are: FC(F)(F)C(O)=O.[CH3:8][S:9]([C:11]1[CH:16]=[CH:15][C:14]([C:17]2[N:22]=[CH:21][C:20]([O:23][CH2:24][CH:25]3[CH2:30][CH2:29][N:28]([C:31]([O:33][CH:34]([CH3:36])[CH3:35])=[O:32])[CH2:27][CH2:26]3)=[CH:19][CH:18]=2)=[CH:13][CH:12]=1)=[O:10].C(=O)=O. (2) Given the product [CH3:18][C:19]1[CH:25]=[CH:24][CH:23]=[CH:22][C:20]=1[NH:21][C:4]1[C:5](=[O:17])[C:6](=[O:16])[C:7]=1[NH:8][C:9]1[CH:14]=[CH:13][CH:12]=[CH:11][C:10]=1[OH:15], predict the reactants needed to synthesize it. The reactants are: C(O[C:4]1[C:5](=[O:17])[C:6](=[O:16])[C:7]=1[NH:8][C:9]1[CH:14]=[CH:13][CH:12]=[CH:11][C:10]=1[OH:15])C.[CH3:18][C:19]1[CH:25]=[CH:24][CH:23]=[CH:22][C:20]=1[NH2:21]. (3) Given the product [Cl:8][C:4]1[N:3]=[C:2]([C:15]2[CH:14]=[CH:13][C:12]([OH:26])=[C:11]([O:10][CH3:9])[CH:16]=2)[CH:7]=[N:6][CH:5]=1, predict the reactants needed to synthesize it. The reactants are: Cl[C:2]1[CH:7]=[N:6][CH:5]=[C:4]([Cl:8])[N:3]=1.[CH3:9][O:10][C:11]1[CH:16]=[C:15](B2OC(C)(C)C(C)(C)O2)[CH:14]=[CH:13][C:12]=1[OH:26].C1(P(C2C=CC=CC=2)C2C=CC=CC=2)C=CC=CC=1.C(=O)([O-])[O-].[Na+].[Na+]. (4) Given the product [CH3:10][O:9][C:6]1[CH:5]=[C:4]([CH3:11])[C:3]([O:2][CH3:1])=[CH:8][C:7]=1[CH:19]=[O:20], predict the reactants needed to synthesize it. The reactants are: [CH3:1][O:2][C:3]1[CH:8]=[CH:7][C:6]([O:9][CH3:10])=[CH:5][C:4]=1[CH3:11].O=P(Cl)(Cl)Cl.CN(C1C=CC=CC=1)[CH:19]=[O:20].